Dataset: Catalyst prediction with 721,799 reactions and 888 catalyst types from USPTO. Task: Predict which catalyst facilitates the given reaction. The catalyst class is: 3. Product: [CH3:52][C:49]1([CH3:53])[O:48][C@H:47]([CH2:46][O:28][C:25]2[CH:26]=[CH:27][C:22]([C:3]([C:6]3[CH:11]=[CH:10][C:9]([CH:12]([CH3:20])[CH2:13][C:14]([CH2:15][CH3:16])([OH:17])[CH2:18][CH3:19])=[C:8]([CH3:21])[CH:7]=3)([CH2:4][CH3:5])[CH2:1][CH3:2])=[CH:23][C:24]=2[CH3:29])[CH2:51][O:50]1. Reactant: [CH2:1]([C:3]([C:22]1[CH:27]=[CH:26][C:25]([OH:28])=[C:24]([CH3:29])[CH:23]=1)([C:6]1[CH:11]=[CH:10][C:9]([CH:12]([CH3:20])[CH2:13][C:14]([CH2:18][CH3:19])([OH:17])[CH2:15][CH3:16])=[C:8]([CH3:21])[CH:7]=1)[CH2:4][CH3:5])[CH3:2].C([O-])([O-])=O.[K+].[K+].C1(C)C=CC(S(O[CH2:46][C@@H:47]2[CH2:51][O:50][C:49]([CH3:53])([CH3:52])[O:48]2)(=O)=O)=CC=1.C([O-])(O)=O.[Na+].